From a dataset of Forward reaction prediction with 1.9M reactions from USPTO patents (1976-2016). Predict the product of the given reaction. Given the reactants [CH3:1][C:2]1[CH:7]=[CH:6][C:5]([NH:8][C:9]2[CH2:14][CH2:13][CH2:12][C:11](=O)[CH:10]=2)=[CH:4][CH:3]=1.COC1C=CC(P2(SP(C3C=CC(OC)=CC=3)(=S)S2)=[S:25])=CC=1.[CH2:38](I)[CH3:39], predict the reaction product. The product is: [CH2:38]([S:25][C:11]1[CH2:12][CH2:13][CH2:14][C:9](=[N:8][C:5]2[CH:6]=[CH:7][C:2]([CH3:1])=[CH:3][CH:4]=2)[CH:10]=1)[CH3:39].